From a dataset of Full USPTO retrosynthesis dataset with 1.9M reactions from patents (1976-2016). Predict the reactants needed to synthesize the given product. (1) Given the product [O:4]1[C:8]2=[C:9]([N:13]3[CH2:18][CH2:17][N:16]([CH2:19][CH2:20][C@H:21]4[CH2:26][CH2:25][C@H:24]([NH:27][C:34]([C:32]5[O:31][N:30]=[C:29]([CH3:28])[CH:33]=5)=[O:35])[CH2:23][CH2:22]4)[CH2:15][CH2:14]3)[N:10]=[CH:11][CH:12]=[C:7]2[CH2:6][CH2:5]1, predict the reactants needed to synthesize it. The reactants are: Cl.Cl.Cl.[O:4]1[C:8]2=[C:9]([N:13]3[CH2:18][CH2:17][N:16]([CH2:19][CH2:20][C@H:21]4[CH2:26][CH2:25][C@H:24]([NH2:27])[CH2:23][CH2:22]4)[CH2:15][CH2:14]3)[N:10]=[CH:11][CH:12]=[C:7]2[CH2:6][CH2:5]1.[CH3:28][C:29]1[CH:33]=[C:32]([C:34](O)=[O:35])[O:31][N:30]=1. (2) The reactants are: CS(C)=O.C(Cl)(=O)C(Cl)=O.[OH:11][CH2:12][C@H:13]1[CH2:22][CH2:21][C:20]2[C:15](=[CH:16][CH:17]=[C:18]([C:23]3[CH:32]=[CH:31][C:26]([C:27]([O:29][CH3:30])=[O:28])=[CH:25][CH:24]=3)[CH:19]=2)[O:14]1.C(N(CC)CC)C. Given the product [CH:12]([C@H:13]1[CH2:22][CH2:21][C:20]2[C:15](=[CH:16][CH:17]=[C:18]([C:23]3[CH:32]=[CH:31][C:26]([C:27]([O:29][CH3:30])=[O:28])=[CH:25][CH:24]=3)[CH:19]=2)[O:14]1)=[O:11], predict the reactants needed to synthesize it.